Binary Classification. Given a T-cell receptor sequence (or CDR3 region) and an epitope sequence, predict whether binding occurs between them. From a dataset of TCR-epitope binding with 47,182 pairs between 192 epitopes and 23,139 TCRs. (1) The epitope is NEGVKAAW. The TCR CDR3 sequence is CASSLGTYEQYF. Result: 0 (the TCR does not bind to the epitope). (2) The epitope is LPRRSGAAGA. The TCR CDR3 sequence is CASSFSPNTGELFF. Result: 0 (the TCR does not bind to the epitope). (3) The epitope is FPRPWLHGL. The TCR CDR3 sequence is CANSLYTGSDQPQHF. Result: 1 (the TCR binds to the epitope). (4) The epitope is LLWNGPMAV. The TCR CDR3 sequence is CATGRDRAYEQYF. Result: 1 (the TCR binds to the epitope). (5) The epitope is RPRGEVRFL. The TCR CDR3 sequence is CASSPTDSPLHF. Result: 0 (the TCR does not bind to the epitope). (6) The epitope is EIYKRWII. The TCR CDR3 sequence is CASSPTDLYQETQYF. Result: 0 (the TCR does not bind to the epitope). (7) The epitope is RPPIFIRRL. The TCR CDR3 sequence is CASSSLAGGHNEQFF. Result: 0 (the TCR does not bind to the epitope). (8) The epitope is RLQSLQTYV. The TCR CDR3 sequence is CASSLSQTGNTEAFF. Result: 0 (the TCR does not bind to the epitope).